Dataset: Peptide-MHC class I binding affinity with 185,985 pairs from IEDB/IMGT. Task: Regression. Given a peptide amino acid sequence and an MHC pseudo amino acid sequence, predict their binding affinity value. This is MHC class I binding data. (1) The peptide sequence is MSYAMCTNTF. The MHC is HLA-A26:01 with pseudo-sequence HLA-A26:01. The binding affinity (normalized) is 0.240. (2) The peptide sequence is NMLRIMASL. The MHC is HLA-A68:02 with pseudo-sequence HLA-A68:02. The binding affinity (normalized) is 0.336. (3) The peptide sequence is NQRETTVVW. The MHC is HLA-A11:01 with pseudo-sequence HLA-A11:01. The binding affinity (normalized) is 0.0847. (4) The peptide sequence is FMGRLGPEY. The MHC is HLA-B40:01 with pseudo-sequence HLA-B40:01. The binding affinity (normalized) is 0.0847.